From a dataset of Reaction yield outcomes from USPTO patents with 853,638 reactions. Predict the reaction yield, written as a fraction of the theoretical maximum amount of product (1.0 means a 100% yield; for example, 0.34 means a 34% yield). (1) The reactants are [O:1]1[C:5]2[CH:6]=[CH:7][C:8]([CH2:10][C:11]#N)=[CH:9][C:4]=2[O:3][CH2:2]1.Br[CH2:14][CH2:15]Cl.[OH-:17].[Na+].[OH2:19]. The catalyst is [Cl-].C([N+](CC)(CC)CC)C1C=CC=CC=1. The product is [O:1]1[C:5]2[CH:6]=[CH:7][C:8]([C:10]3([C:11]([OH:19])=[O:17])[CH2:15][CH2:14]3)=[CH:9][C:4]=2[O:3][CH2:2]1. The yield is 0.800. (2) The reactants are Br[C:2]1[CH:3]=[C:4]([F:13])[C:5]2[O:9][C:8]([CH3:11])([CH3:10])[CH2:7][C:6]=2[CH:12]=1.C([Li])CCC.[B:19](OC(C)C)([O:24]C(C)C)[O:20]C(C)C.Cl. The catalyst is O1CCCC1. The product is [F:13][C:4]1[C:5]2[O:9][C:8]([CH3:11])([CH3:10])[CH2:7][C:6]=2[CH:12]=[C:2]([B:19]([OH:24])[OH:20])[CH:3]=1. The yield is 0.400. (3) The reactants are [C:9](O[C:9]([O:11][C:12]([CH3:15])([CH3:14])[CH3:13])=[O:10])([O:11][C:12]([CH3:15])([CH3:14])[CH3:13])=[O:10].[CH3:16][C:17]([NH2:21])([CH3:20])[CH2:18][NH2:19]. The catalyst is O1CCOCC1. The product is [C:12]([O:11][C:9](=[O:10])[NH:19][CH2:18][C:17]([NH2:21])([CH3:20])[CH3:16])([CH3:13])([CH3:14])[CH3:15]. The yield is 0.400. (4) The catalyst is CN(C=O)C.O. The product is [CH3:10][N:1]1[C:9]2[C:4](=[CH:5][CH:6]=[CH:7][CH:8]=2)[CH:3]=[CH:2]1. The reactants are [NH:1]1[C:9]2[C:4](=[CH:5][CH:6]=[CH:7][CH:8]=2)[CH:3]=[CH:2]1.[C:10](OC)(=O)C(OC)=O.CC(C)([O-])C.[K+]. The yield is 0.960. (5) The reactants are [Cl:1][C:2]1[C:3]2[N:4]([C:8]([C@@H:11]3[CH2:16][N:15]4[C:17](=[O:20])[O:18][CH2:19][C@H:14]4[CH2:13][CH2:12]3)=[N:9][CH:10]=2)[CH:5]=[CH:6][N:7]=1.[Br:21]N1C(=O)CCC1=O. The catalyst is CN(C=O)C. The product is [Br:21][C:10]1[N:9]=[C:8]([C@@H:11]2[CH2:16][N:15]3[C:17](=[O:20])[O:18][CH2:19][C@H:14]3[CH2:13][CH2:12]2)[N:4]2[CH:5]=[CH:6][N:7]=[C:2]([Cl:1])[C:3]=12. The yield is 1.00. (6) The reactants are [S:1]1[CH:5]=[CH:4][C:3]([C:6]2[CH:11]=[CH:10][C:9]([OH:12])=[CH:8][CH:7]=2)=[CH:2]1.[C:13]([O:17][C:18]([N:20]1[CH2:24][CH2:23][CH2:22][C@@H:21]1[CH2:25][O:26][C:27]1[CH:32]=[CH:31][C:30](I)=[CH:29][CH:28]=1)=[O:19])([CH3:16])([CH3:15])[CH3:14].C(=O)([O-])[O-].[Cs+].[Cs+].CN(C)CC(O)=O.Cl. The catalyst is O1CCOCC1.[Cu]I. The product is [C:13]([O:17][C:18]([N:20]1[CH2:24][CH2:23][CH2:22][C@@H:21]1[CH2:25][O:26][C:27]1[CH:28]=[CH:29][C:30]([O:12][C:9]2[CH:10]=[CH:11][C:6]([C:3]3[CH:4]=[CH:5][S:1][CH:2]=3)=[CH:7][CH:8]=2)=[CH:31][CH:32]=1)=[O:19])([CH3:16])([CH3:14])[CH3:15]. The yield is 0.700. (7) The reactants are O.O.O.O.O.O.[N+]([O-])([O-])=O.[Ni+2:11].[N+]([O-])([O-])=O.Cl.[CH2:17]([N:24]1[CH2:46][CH2:45][CH2:44][C@H:25]1[C:26]([NH:28][C:29]1[CH:42]=[CH:41][C:40]([Cl:43])=[CH:39][C:30]=1[C:31]([C:33]1[CH:38]=[CH:37][CH:36]=[CH:35][CH:34]=1)=[O:32])=[O:27])[C:18]1[CH:23]=[CH:22][CH:21]=[CH:20][CH:19]=1.[NH2:47][CH2:48][C:49]([OH:51])=[O:50].C[O-].[Na+].CO. The catalyst is CO.O. The product is [Ni:11].[CH2:17]([N:24]1[CH2:46][CH2:45][CH2:44][C@H:25]1[C:26]([NH:28][C:29]1[CH:42]=[CH:41][C:40]([Cl:43])=[CH:39][C:30]=1[C:31]([C:33]1[CH:38]=[CH:37][CH:36]=[CH:35][CH:34]=1)=[O:32])=[O:27])[C:18]1[CH:19]=[CH:20][CH:21]=[CH:22][CH:23]=1.[NH2:47][CH2:48][C:49]([OH:51])=[O:50]. The yield is 0.920.